This data is from Full USPTO retrosynthesis dataset with 1.9M reactions from patents (1976-2016). The task is: Predict the reactants needed to synthesize the given product. (1) The reactants are: C([O:4][C@@H:5]1[C@@H:10]([O:11]C(=O)C)[C@H:9]([O:15]C(=O)C)[C@@H:8]([O:19][CH3:20])[O:7][C@H:6]1[C:21]1[CH:26]=[CH:25][C:24]([Cl:27])=[C:23]([CH2:28][C:29]2[CH:38]=[CH:37][C:32]3[O:33][CH2:34][CH2:35][O:36][C:31]=3[CH:30]=2)[CH:22]=1)(=O)C.C[O-].[Na+]. Given the product [Cl:27][C:24]1[CH:25]=[CH:26][C:21]([C@H:6]2[C@H:5]([OH:4])[C@@H:10]([OH:11])[C@H:9]([OH:15])[C@@H:8]([O:19][CH3:20])[O:7]2)=[CH:22][C:23]=1[CH2:28][C:29]1[CH:38]=[CH:37][C:32]2[O:33][CH2:34][CH2:35][O:36][C:31]=2[CH:30]=1, predict the reactants needed to synthesize it. (2) Given the product [F:17][C:18]1[CH:19]=[C:20]([C:25]2[C:26]([CH:38]([N:40]3[C:48](=[O:49])[C:47]4[C:42](=[CH:43][CH:44]=[CH:45][CH:46]=4)[C:41]3=[O:50])[CH3:39])=[N:27][C:28]3[C:33]([C:34]=2[O:54][CH3:52])=[CH:32][C:31]([F:37])=[CH:30][CH:29]=3)[CH:21]=[C:22]([F:24])[CH:23]=1.[F:17][C:18]1[CH:19]=[C:20]([C:25]2[C:26]([C@@H:38]([N:40]3[C:48](=[O:49])[C:47]4[C:42](=[CH:43][CH:44]=[CH:45][CH:46]=4)[C:41]3=[O:50])[CH3:39])=[N:27][C:28]3[C:33]([C:34]=2[O:54][CH3:52])=[CH:32][C:31]([F:37])=[CH:30][CH:29]=3)[CH:21]=[C:22]([F:24])[CH:23]=1, predict the reactants needed to synthesize it. The reactants are: BrC1C(CC)=NC2C(C=1Cl)=CC(F)=CC=2.[S].[F:17][C:18]1[CH:19]=[C:20]([C:25]2[C:26]([CH:38]([N:40]3[C:48](=[O:49])[C:47]4[C:42](=[CH:43][CH:44]=[CH:45][CH:46]=4)[C:41]3=[O:50])[CH3:39])=[N:27][C:28]3[C:33]([C:34]=2SC)=[CH:32][C:31]([F:37])=[CH:30][CH:29]=3)[CH:21]=[C:22]([F:24])[CH:23]=1.C[CH:52]([OH:54])C.CCCCCC. (3) Given the product [CH2:4]([C:3]1[C:10]2[C:11](=[O:14])[CH2:12][CH2:13][C:8]([CH3:16])([CH3:7])[C:9]=2[O:15][CH:2]=1)[CH3:5], predict the reactants needed to synthesize it. The reactants are: O[CH2:2][C:3](=O)[CH2:4][CH3:5].[CH3:7][C:8]1([CH3:16])[CH2:13][CH2:12][C:11](=[O:14])[CH2:10][C:9]1=[O:15]. (4) Given the product [Cl:1][C:2]1[C:3](=[O:5])[O:10][C:8](=[O:9])[C:7]=1[CH2:12][CH3:13], predict the reactants needed to synthesize it. The reactants are: [Cl:1]/[C:2](=[C:7](\[CH2:12][CH3:13])/[C:8]([O:10]C)=[O:9])/[C:3]([O:5]C)=O.[OH-].[Na+].Cl.